This data is from Catalyst prediction with 721,799 reactions and 888 catalyst types from USPTO. The task is: Predict which catalyst facilitates the given reaction. (1) Reactant: [Cl:1][C:2]1[C:3]([N:8]2[C:12]([S:13]([OH:16])(=[O:15])=O)=[CH:11][C:10]([C:17]([F:20])([F:19])[F:18])=[N:9]2)=[N:4][CH:5]=[CH:6][CH:7]=1.[NH2:21][C:22]1[C:33]([CH3:34])=[CH:32][CH:31]=[CH:30][C:23]=1[C:24]([NH:26][CH:27]([CH3:29])[CH3:28])=[O:25].C(N(C(C)C)CC)(C)C. Product: [Cl:1][C:2]1[C:3]([N:8]2[C:12]([S:13]([NH:21][C:22]3[C:33]([CH3:34])=[CH:32][CH:31]=[CH:30][C:23]=3[C:24]([NH:26][CH:27]([CH3:29])[CH3:28])=[O:25])(=[O:16])=[O:15])=[CH:11][C:10]([C:17]([F:19])([F:20])[F:18])=[N:9]2)=[N:4][CH:5]=[CH:6][CH:7]=1. The catalyst class is: 112. (2) Reactant: C[O:2][C:3]1[CH:8]=[CH:7][C:6]([CH2:9][C:10]([OH:12])=[O:11])=[C:5]([C:13]([F:16])([F:15])[F:14])[CH:4]=1.Br. Product: [OH:2][C:3]1[CH:8]=[CH:7][C:6]([CH2:9][C:10]([OH:12])=[O:11])=[C:5]([C:13]([F:14])([F:15])[F:16])[CH:4]=1. The catalyst class is: 15.